This data is from Forward reaction prediction with 1.9M reactions from USPTO patents (1976-2016). The task is: Predict the product of the given reaction. (1) Given the reactants [C:1](Cl)(=[O:4])[CH:2]=[CH2:3].[NH2:6][C:7]1[C:8]([N:34]([CH2:36][CH2:37][N:38]([CH3:40])[CH3:39])[CH3:35])=[CH:9][C:10]([O:32][CH3:33])=[C:11]([NH:13][C:14]2[N:19]=[C:18]([C:20]3[C:28]4[C:23](=[CH:24][CH:25]=[CH:26][CH:27]=4)[N:22]([CH3:29])[CH:21]=3)[C:17]([C:30]#[N:31])=[CH:16][N:15]=2)[CH:12]=1.CCN(C(C)C)C(C)C, predict the reaction product. The product is: [C:30]([C:17]1[C:18]([C:20]2[C:28]3[C:23](=[CH:24][CH:25]=[CH:26][CH:27]=3)[N:22]([CH3:29])[CH:21]=2)=[N:19][C:14]([NH:13][C:11]2[C:10]([O:32][CH3:33])=[CH:9][C:8]([N:34]([CH2:36][CH2:37][N:38]([CH3:39])[CH3:40])[CH3:35])=[C:7]([NH:6][C:1](=[O:4])[CH:2]=[CH2:3])[CH:12]=2)=[N:15][CH:16]=1)#[N:31]. (2) Given the reactants [Cl:1][C:2]1[N:7]=[CH:6][C:5]([NH2:8])=[C:4]([NH:9][C@@H:10]([CH3:15])[C:11]([F:14])([F:13])[F:12])[CH:3]=1.C(N(CC)CC)C.Cl[C:24]([CH2:26][O:27][C:28](=[O:30])[CH3:29])=[O:25], predict the reaction product. The product is: [Cl:1][C:2]1[N:7]=[CH:6][C:5]([NH:8][C:24]([CH2:26][O:27][C:28](=[O:30])[CH3:29])=[O:25])=[C:4]([NH:9][C@@H:10]([CH3:15])[C:11]([F:14])([F:12])[F:13])[CH:3]=1. (3) Given the reactants C([N:4]1[C:12]2C[CH2:10][C:9]3[C:13]4[C:14](=[N:16][CH:17]=[N:18][C:19]=4[NH:20][C:21]4[CH:26]=[CH:25][C:24]([O:27][CH2:28][C:29]5[CH:34]=[CH:33][CH:32]=[C:31]([F:35])[CH:30]=5)=[C:23]([Cl:36])[CH:22]=4)[S:15][C:8]=3[C:7]=2C=N1)C=C.O.C[N+:39]1([O-])[CH2:44][CH2:43][O:42][CH2:41][CH2:40]1.S([O-])([O-])=O.[Na+].[Na+].C[C:53](C)=[O:54], predict the reaction product. The product is: [Cl:36][C:23]1[CH:22]=[C:21]([NH:20][C:19]2[C:13]3[C:9]4[CH2:10][CH2:43][C:44]5[N:39]([CH2:40][CH:41]([OH:42])[CH2:53][OH:54])[N:4]=[CH:12][C:7]=5[C:8]=4[S:15][C:14]=3[N:16]=[CH:17][N:18]=2)[CH:26]=[CH:25][C:24]=1[O:27][CH2:28][C:29]1[CH:34]=[CH:33][CH:32]=[C:31]([F:35])[CH:30]=1. (4) Given the reactants [Cl:1][C:2]1[C:7]([N:8]2[CH2:13][CH2:12][CH:11]([C:14]3[CH:19]=[CH:18][CH:17]=[CH:16][C:15]=3[CH3:20])[CH2:10][CH2:9]2)=[CH:6][N:5]=[N:4][C:3]=1[NH:21][NH:22][C:23](=O)[CH2:24][CH:25]1[CH2:27][CH2:26]1.P(Cl)(Cl)(Cl)=O, predict the reaction product. The product is: [Cl:1][C:2]1[C:3]2[N:4]([C:23]([CH2:24][CH:25]3[CH2:27][CH2:26]3)=[N:22][N:21]=2)[N:5]=[CH:6][C:7]=1[N:8]1[CH2:13][CH2:12][CH:11]([C:14]2[CH:19]=[CH:18][CH:17]=[CH:16][C:15]=2[CH3:20])[CH2:10][CH2:9]1. (5) Given the reactants [CH3:1][NH:2][C:3]1[CH:13]=[CH:12][C:6]2[O:7][C:8]([F:11])([F:10])[O:9][C:5]=2[CH:4]=1.[Br:14][CH2:15][C:16]([OH:18])=O.C(Cl)CCl, predict the reaction product. The product is: [Br:14][CH2:15][C:16]([N:2]([C:3]1[CH:13]=[CH:12][C:6]2[O:7][C:8]([F:11])([F:10])[O:9][C:5]=2[CH:4]=1)[CH3:1])=[O:18]. (6) Given the reactants [CH3:1][C:2](C)([O-])C.[K+].C([N:14]1[CH2:21][C@H:20]([OH:22])[CH2:19][C@H:15]1[C:16]([OH:18])=[O:17])(OC(C)(C)C)=O.[Br:23][C:24]1[CH:33]=[C:32]2[C:27]([CH:28]=[CH:29][N:30]=[C:31]2[Cl:34])=[CH:26][C:25]=1[O:35][CH3:36], predict the reaction product. The product is: [ClH:34].[Br:23][C:24]1[CH:33]=[C:32]2[C:27]([CH:28]=[CH:29][N:30]=[C:31]2[O:22][C@H:20]2[CH2:21][NH:14][C@H:15]([C:16]([O:18][CH2:1][CH3:2])=[O:17])[CH2:19]2)=[CH:26][C:25]=1[O:35][CH3:36]. (7) Given the reactants [CH3:1][C:2]1[CH:23]=[C:22]([CH3:24])[C:21]([C:25]2NC(CC3CCOC3)=N[N:26]=2)=[CH:20][C:3]=1[C:4]([N:6]1[CH2:11][CH2:10][CH:9]([C:12]2[CH:19]=[CH:18][C:15]([C:16]#[N:17])=[CH:14][CH:13]=2)[CH2:8][CH2:7]1)=[O:5].[NH:36]([C:38](=O)[C:39]([N:41]([CH3:43])[CH3:42])=[O:40])[NH2:37].O1CCC(CC(NN)=O)C1, predict the reaction product. The product is: [C:16]([C:15]1[CH:18]=[CH:19][C:12]([CH:9]2[CH2:10][CH2:11][N:6]([C:4]([C:3]3[C:2]([CH3:1])=[CH:23][C:22]([CH3:24])=[C:21]([C:25]4[NH:26][C:38]([C:39]([N:41]([CH3:43])[CH3:42])=[O:40])=[N:36][N:37]=4)[CH:20]=3)=[O:5])[CH2:7][CH2:8]2)=[CH:13][CH:14]=1)#[N:17].